Dataset: Orexin1 receptor HTS with 218,158 compounds and 233 confirmed actives. Task: Binary Classification. Given a drug SMILES string, predict its activity (active/inactive) in a high-throughput screening assay against a specified biological target. (1) The drug is S(Cc1noc(c1C(O)=O)C(=O)NCCOC)c1c(ccc(c1)C)C. The result is 0 (inactive). (2) The molecule is Brc1c(C(=O)NNC=2CCCC(=O)C2)cccc1. The result is 0 (inactive). (3) The compound is O1CCN(CC1)CC(=O)Nc1c(c(ccc1)C)C. The result is 0 (inactive). (4) The result is 0 (inactive). The molecule is S(=O)(=O)(NC1CCCCC1)c1cc(c(OCC(=O)N2CCN(CC2)C(OCC)=O)cc1)C.